From a dataset of Catalyst prediction with 721,799 reactions and 888 catalyst types from USPTO. Predict which catalyst facilitates the given reaction. (1) Reactant: [C:1]([O:9][CH:10]1[CH:15]2[CH2:16][CH2:17][N:12]([CH2:13][CH2:14]2)[CH2:11]1)(=[O:8])[C:2]1[CH:7]=[CH:6][CH:5]=[CH:4][CH:3]=1.[C:18]([OH:27])(=[O:26])[C@@H:19]([C@H:21]([C:23]([OH:25])=[O:24])[OH:22])[OH:20]. Product: [C:1]([O:9][C@@H:10]1[CH:15]2[CH2:14][CH2:13][N:12]([CH2:17][CH2:16]2)[CH2:11]1)(=[O:8])[C:2]1[CH:3]=[CH:4][CH:5]=[CH:6][CH:7]=1.[C:23]([C@@H:21]([C@H:19]([C:18]([O-:27])=[O:26])[OH:20])[OH:22])([O-:25])=[O:24]. The catalyst class is: 14. (2) Reactant: [F:1][C:2]1[CH:7]=[C:6]([F:8])[CH:5]=[CH:4][C:3]=1[CH:9](O)[C:10]1([NH:13][CH:14]=[O:15])[CH2:12][CH2:11]1.C(=O)(O)[O-].[Na+]. Product: [F:1][C:2]1[CH:7]=[C:6]([F:8])[CH:5]=[CH:4][C:3]=1[C:9]1[CH2:11][CH2:12][C:10]=1[NH:13][CH:14]=[O:15]. The catalyst class is: 133. (3) Reactant: [N:1]1[C:10]2[C:5](=[CH:6][CH:7]=[CH:8][CH:9]=2)[N:4]=[CH:3][C:2]=1[C:11]([Cl:13])=[O:12].Cl.C[C@H:16]1[CH2:21][CH2:20][C@H:19]([NH2:22])[CH2:18][CH2:17]1.[N:23]1[CH:28]=[CH:27]C=CC=1.[Cl:29][CH2:30]Cl. Product: [ClH:13].[ClH:29].[N:22]1[C:19]2[C:20](=[CH:21][CH:16]=[CH:17][CH:18]=2)[CH:27]=[C:28]([NH:23][C:11]([C:2]2[CH:3]=[N:4][C:5]3[C:10](=[CH:9][CH:8]=[CH:7][CH:6]=3)[N:1]=2)=[O:12])[CH:30]=1. The catalyst class is: 27.